Task: Predict the reactants needed to synthesize the given product.. Dataset: Retrosynthesis with 50K atom-mapped reactions and 10 reaction types from USPTO (1) Given the product CCS(=O)(=O)N1CCC(c2c[nH]c3c(C(N)=O)cc(-c4cccc(CNCc5ccsc5)c4)cc23)CC1, predict the reactants needed to synthesize it. The reactants are: CCS(=O)(=O)N1CCC(c2c[nH]c3c(C(N)=O)cc(-c4cccc(C=O)c4)cc23)CC1.NCc1ccsc1. (2) Given the product Fc1cccc(Cc2ccc(C3OCCO3)s2)c1, predict the reactants needed to synthesize it. The reactants are: Brc1ccc(C2OCCO2)s1.Fc1cccc(CBr)c1. (3) Given the product COC(=O)C12CC3CC(CC(C(=O)NCC(=O)c4ccc([N+](=O)[O-])cc4)(C3)C1)C2, predict the reactants needed to synthesize it. The reactants are: COC(=O)C12CC3CC(CC(C(=O)O)(C3)C1)C2.NCC(=O)c1ccc([N+](=O)[O-])cc1. (4) Given the product CC(C)CCOc1ccc(S(=O)(=O)C2(C(=O)O)CCN(Cc3ccccc3)CC2)cc1, predict the reactants needed to synthesize it. The reactants are: CCOC(=O)C1(S(=O)(=O)c2ccc(OCCC(C)C)cc2)CCN(Cc2ccccc2)CC1. (5) Given the product CNC(=O)c1ccc(C#Cc2ccc(OC(F)(F)F)c(C(=O)NC(CO)Cc3n[nH]c4c(C(F)(F)F)cccc34)c2)cc1, predict the reactants needed to synthesize it. The reactants are: CNC(=O)c1ccc(C#Cc2ccc(OC(F)(F)F)c(C(=O)O)c2)cc1.NC(CO)Cc1n[nH]c2c(C(F)(F)F)cccc12.